Dataset: Catalyst prediction with 721,799 reactions and 888 catalyst types from USPTO. Task: Predict which catalyst facilitates the given reaction. (1) Reactant: [C:1]([OH:5])(=[O:4])[CH2:2][OH:3].[CH3:6][O:7][CH2:8][CH2:9][CH2:10][NH2:11]. Product: [C:1]([O-:5])(=[O:4])[CH2:2][OH:3].[CH3:6][O:7][CH2:8][CH2:9][CH2:10][NH3+:11]. The catalyst class is: 8. (2) Reactant: [Cl-].[C:2]([C@@H:5]([O:24][CH2:25][CH3:26])[CH2:6][C:7]1[CH:23]=[CH:22][C:10]([O:11][CH2:12][CH2:13][CH2:14][C:15]2[CH:20]=[CH:19][C:18]([NH3+:21])=[CH:17][CH:16]=2)=[CH:9][CH:8]=1)([OH:4])=[O:3].C(N(CC)C(C)C)(C)C.[C:36]([O:40][C:41]([NH:43][C:44](=[N:47][C:48]([O:50][C:51]([CH3:54])([CH3:53])[CH3:52])=[O:49])SC)=[O:42])([CH3:39])([CH3:38])[CH3:37]. Product: [C:51]([O:50][C:48]([NH:47][C:44]([NH:21][C:18]1[CH:17]=[CH:16][C:15]([CH2:14][CH2:13][CH2:12][O:11][C:10]2[CH:22]=[CH:23][C:7]([CH2:6][C@H:5]([O:24][CH2:25][CH3:26])[C:2]([OH:4])=[O:3])=[CH:8][CH:9]=2)=[CH:20][CH:19]=1)=[N:43][C:41]([O:40][C:36]([CH3:39])([CH3:38])[CH3:37])=[O:42])=[O:49])([CH3:54])([CH3:53])[CH3:52]. The catalyst class is: 32. (3) Reactant: Cl[C:2]1[N:7]=[C:6]([Cl:8])[C:5]([C:9]([F:12])([F:11])[F:10])=[CH:4][N:3]=1.C(=O)([O-])[O-].[Cs+].[Cs+].[NH2:19][C:20]1[CH:35]=[CH:34][C:23]([C:24]([O:26][CH2:27][C:28]2[CH:33]=[CH:32][CH:31]=[CH:30][CH:29]=2)=[O:25])=[CH:22][C:21]=1[O:36][CH3:37].ClCCl. Product: [CH2:27]([O:26][C:24]([C:23]1[CH:34]=[CH:35][C:20]([NH:19][C:2]2[N:7]=[C:6]([Cl:8])[C:5]([C:9]([F:12])([F:11])[F:10])=[CH:4][N:3]=2)=[C:21]([O:36][CH3:37])[CH:22]=1)=[O:25])[C:28]1[CH:29]=[CH:30][CH:31]=[CH:32][CH:33]=1. The catalyst class is: 169. (4) Reactant: C([NH:8][C:9]1[C:14]([F:15])=[CH:13][C:12]([N:16]2[CH2:21][CH2:20][N:19]([CH2:22][CH3:23])[CH2:18][CH2:17]2)=[CH:11][C:10]=1[F:24])(OC(C)(C)C)=O.Cl.[OH-].[Na+]. Product: [CH2:22]([N:19]1[CH2:20][CH2:21][N:16]([C:12]2[CH:11]=[C:10]([F:24])[C:9]([NH2:8])=[C:14]([F:15])[CH:13]=2)[CH2:17][CH2:18]1)[CH3:23]. The catalyst class is: 13. (5) Reactant: C[O:2][C:3]1[CH:22]=[CH:21][CH:20]=[CH:19][C:4]=1[CH:5]=[C:6]1[N:10]=[C:9]([CH3:11])[N:8]([C:12]2[CH:17]=[CH:16][CH:15]=[CH:14][CH:13]=2)[C:7]1=[O:18].B(Br)(Br)Br. Product: [OH:2][C:3]1[CH:22]=[CH:21][CH:20]=[CH:19][C:4]=1[CH:5]=[C:6]1[N:10]=[C:9]([CH3:11])[N:8]([C:12]2[CH:17]=[CH:16][CH:15]=[CH:14][CH:13]=2)[C:7]1=[O:18]. The catalyst class is: 4. (6) Reactant: F[C:2]1[CH:9]=[C:8]([C:10]([F:13])([F:12])[F:11])[CH:7]=[CH:6][C:3]=1[C:4]#[N:5].[CH3:14][NH:15][NH2:16]. Product: [CH3:14][N:15]1[C:2]2[C:3](=[CH:6][CH:7]=[C:8]([C:10]([F:11])([F:12])[F:13])[CH:9]=2)[C:4]([NH2:5])=[N:16]1. The catalyst class is: 32. (7) Reactant: [CH3:1][NH:2][CH2:3][C:4]1[CH:9]=[CH:8][CH:7]=[CH:6][CH:5]=1.[O:10]1[CH2:14][CH:13]=[CH:12][C:11]1=[O:15]. Product: [CH2:3]([N:2]([CH:13]1[CH2:14][O:10][C:11](=[O:15])[CH2:12]1)[CH3:1])[C:4]1[CH:9]=[CH:8][CH:7]=[CH:6][CH:5]=1. The catalyst class is: 2.